This data is from Forward reaction prediction with 1.9M reactions from USPTO patents (1976-2016). The task is: Predict the product of the given reaction. (1) The product is: [F:1][C:2]1[C:24]([S:25]([CH:27]2[CH2:32][CH2:31][N:30]([C:33]([CH3:37])([CH3:36])[CH2:34][OH:35])[CH2:29][CH2:28]2)(=[O:39])=[O:26])=[CH:23][C:5]2[C:6]3[N:7]([CH:11]=[C:12]([C:14]4[N:18]([CH:19]([CH3:20])[CH3:21])[N:17]=[C:16]([CH3:22])[N:15]=4)[N:13]=3)[CH2:8][CH2:9][O:10][C:4]=2[CH:3]=1. Given the reactants [F:1][C:2]1[C:24]([S:25]([CH:27]2[CH2:32][CH2:31][N:30]([C:33]([CH3:37])([CH3:36])[CH2:34][OH:35])[CH2:29][CH2:28]2)=[O:26])=[CH:23][C:5]2[C:6]3[N:7]([CH:11]=[C:12]([C:14]4[N:18]([CH:19]([CH3:21])[CH3:20])[N:17]=[C:16]([CH3:22])[N:15]=4)[N:13]=3)[CH2:8][CH2:9][O:10][C:4]=2[CH:3]=1.C(O)(C(F)(F)F)=[O:39].C1C=C(Cl)C=C(C(OO)=O)C=1, predict the reaction product. (2) Given the reactants [Br:1][C:2]1[CH:11]=[CH:10][CH:9]=[C:8]2[C:3]=1[CH:4]=[CH:5][N:6](C(C1C=CC=CC=1)=O)[CH:7]2[C:12]#N.BrC[CH2:24][CH2:25][O:26][Si:27]([C:30]([CH3:33])([CH3:32])[CH3:31])([CH3:29])[CH3:28].[H-].[Na+].C(=O)([O-])[O-].[K+].[K+], predict the reaction product. The product is: [Br:1][C:2]1[CH:11]=[CH:10][CH:9]=[C:8]2[C:3]=1[CH:4]=[CH:5][N:6]=[C:7]2[CH2:12][CH2:24][CH2:25][O:26][Si:27]([C:30]([CH3:33])([CH3:32])[CH3:31])([CH3:29])[CH3:28]. (3) Given the reactants [F:1][CH:2]([F:26])[C:3]1[NH:4][C:5]([CH:23]([F:25])[F:24])=[C:6]([C:21]#[N:22])[CH:7]([C:11]2[CH:12]=[C:13]3[C:17](=[CH:18][CH:19]=2)[NH:16][N:15]=[C:14]3[CH3:20])[C:8]=1[C:9]#[N:10].C(=O)([O-])O.[OH:31][CH2:32][CH2:33][N+:34]([CH3:37])([CH3:36])[CH3:35].C1COCC1, predict the reaction product. The product is: [C:9]([C:8]1[CH:7]([C:11]2[CH:12]=[C:13]3[C:17](=[CH:18][CH:19]=2)[NH:16][N:15]=[C:14]3[CH3:20])[C:6]([C:21]#[N:22])=[C:5]([CH:23]([F:24])[F:25])[N-:4][C:3]=1[CH:2]([F:1])[F:26])#[N:10].[OH:31][CH2:32][CH2:33][N+:34]([CH3:37])([CH3:36])[CH3:35]. (4) Given the reactants C(N(CC)CC)C.[CH3:8][O:9][C:10]([C:12]1[C:16]([NH2:17])=[CH:15][NH:14][N:13]=1)=[O:11].[Cl:18][C:19]1[CH:27]=[CH:26][CH:25]=[C:24]([Cl:28])[C:20]=1[C:21](Cl)=[O:22], predict the reaction product. The product is: [CH3:8][O:9][C:10]([C:12]1[C:16]([NH:17][C:21](=[O:22])[C:20]2[C:19]([Cl:18])=[CH:27][CH:26]=[CH:25][C:24]=2[Cl:28])=[CH:15][NH:14][N:13]=1)=[O:11].